From a dataset of Reaction yield outcomes from USPTO patents with 853,638 reactions. Predict the reaction yield, written as a fraction of the theoretical maximum amount of product (1.0 means a 100% yield; for example, 0.34 means a 34% yield). (1) The reactants are P(Cl)(Cl)([Cl:3])=O.O[C:7]1[N:14]=[CH:13][C:12]([I:15])=[CH:11][C:8]=1[C:9]#[N:10]. The catalyst is S(=O)(=O)(O)O.O. The product is [Cl:3][C:7]1[N:14]=[CH:13][C:12]([I:15])=[CH:11][C:8]=1[C:9]#[N:10]. The yield is 0.700. (2) The reactants are [CH3:1][N:2]1[C:10]([CH2:11][CH2:12][CH2:13][C:14]([OH:16])=O)=[N:9][C:8]2[CH:7]=[C:6]([N:17]([CH2:21][CH2:22][Cl:23])[CH2:18][CH2:19][Cl:20])[CH:5]=[CH:4][C:3]1=2.Cl.CN(C(ON1N=NC2C=CC=NC1=2)=[N+](C)C)C.F[P-](F)(F)(F)(F)F.C(N(CC)C(C)C)(C)C.[CH2:58]([NH2:76])[CH2:59][CH2:60][CH2:61][CH2:62][CH2:63][CH2:64][CH2:65][CH2:66][CH2:67][CH2:68][CH2:69][CH2:70][CH2:71][CH2:72][CH2:73][CH2:74][CH3:75]. The catalyst is CN(C)C=O. The product is [Cl:20][CH2:19][CH2:18][N:17]([CH2:21][CH2:22][Cl:23])[C:6]1[CH:5]=[CH:4][C:3]2[N:2]([CH3:1])[C:10]([CH2:11][CH2:12][CH2:13][C:14]([NH:76][CH2:58][CH2:59][CH2:60][CH2:61][CH2:62][CH2:63][CH2:64][CH2:65][CH2:66][CH2:67][CH2:68][CH2:69][CH2:70][CH2:71][CH2:72][CH2:73][CH2:74][CH3:75])=[O:16])=[N:9][C:8]=2[CH:7]=1. The yield is 0.330. (3) The reactants are [O:1]=[C:2]([O:23][C@@H:24]1[CH:29]2[CH2:30][CH2:31][N:26]([CH2:27][CH2:28]2)[CH2:25]1)[CH:3]([NH:10][C:11]1[CH:12]=[C:13]([CH:20]=[CH:21][CH:22]=1)[C:14]([O:16]CC=C)=[O:15])[C:4]1[CH:9]=[CH:8][CH:7]=[CH:6][CH:5]=1.N1CCCCC1. The catalyst is C1COCC1. The product is [O:1]=[C:2]([O:23][CH:24]1[CH:29]2[CH2:30][CH2:31][N:26]([CH2:27][CH2:28]2)[CH2:25]1)[C@H:3]([NH:10][C:11]1[CH:12]=[C:13]([CH:20]=[CH:21][CH:22]=1)[C:14]([OH:16])=[O:15])[C:4]1[CH:5]=[CH:6][CH:7]=[CH:8][CH:9]=1. The yield is 0.395.